Dataset: Catalyst prediction with 721,799 reactions and 888 catalyst types from USPTO. Task: Predict which catalyst facilitates the given reaction. (1) Reactant: [CH2:1]([C:4]1[CH:9]=[C:8]([C:10]2[S:11][C:12]3[CH2:18][CH2:17][CH2:16][CH2:15][C:13]=3[N:14]=2)[CH:7]=[CH:6][C:5]=1[OH:19])[CH2:2][CH3:3].Br[CH2:21][CH2:22][CH2:23][O:24][C:25]1[CH:26]=[C:27]2[C:31](=[CH:32][CH:33]=1)[N:30]([CH2:34][C:35]([O:37][CH3:38])=[O:36])[CH:29]=[CH:28]2.C([O-])([O-])=O.[Cs+].[Cs+]. Product: [CH2:1]([C:4]1[CH:9]=[C:8]([C:10]2[S:11][C:12]3[CH2:18][CH2:17][CH2:16][CH2:15][C:13]=3[N:14]=2)[CH:7]=[CH:6][C:5]=1[O:19][CH2:21][CH2:22][CH2:23][O:24][C:25]1[CH:26]=[C:27]2[C:31](=[CH:32][CH:33]=1)[N:30]([CH2:34][C:35]([O:37][CH3:38])=[O:36])[CH:29]=[CH:28]2)[CH2:2][CH3:3]. The catalyst class is: 31. (2) Reactant: C[O:2][C:3]([C:5]1[C:6]([O:11][CH3:12])=[N:7][CH:8]=[CH:9][CH:10]=1)=O.[BH4-].[Li+]. Product: [CH3:12][O:11][C:6]1[C:5]([CH2:3][OH:2])=[CH:10][CH:9]=[CH:8][N:7]=1. The catalyst class is: 7. (3) Reactant: [CH3:1][C:2]1[CH:7]=[CH:6][C:5]([C:8]2[CH:13]=[C:12]([O:14][C:15]3[CH:20]=[CH:19][CH:18]=[CH:17][N:16]=3)[CH:11]=[C:10]([C:21]([O:23]C)=[O:22])[CH:9]=2)=[CH:4][CH:3]=1.[OH-].[Li+].Cl. Product: [CH3:1][C:2]1[CH:3]=[CH:4][C:5]([C:8]2[CH:13]=[C:12]([O:14][C:15]3[CH:20]=[CH:19][CH:18]=[CH:17][N:16]=3)[CH:11]=[C:10]([C:21]([OH:23])=[O:22])[CH:9]=2)=[CH:6][CH:7]=1. The catalyst class is: 7. (4) Reactant: Cl[C:2]1[C:11]2=[N:12][N:13](CC3C=CC(OC)=CC=3)[CH:14]=[C:10]2[C:9]2[CH:8]=[CH:7][CH:6]=[C:5]([O:24][CH3:25])[C:4]=2[N:3]=1.[O:26]1[C:30]2[CH:31]=[CH:32][C:33]([NH2:35])=[CH:34][C:29]=2[O:28][CH2:27]1.Cl. Product: [O:26]1[C:30]2[CH:31]=[CH:32][C:33]([NH:35][C:2]3[C:11]4=[N:12][NH:13][CH:14]=[C:10]4[C:9]4[CH:8]=[CH:7][CH:6]=[C:5]([O:24][CH3:25])[C:4]=4[N:3]=3)=[CH:34][C:29]=2[O:28][CH2:27]1. The catalyst class is: 71. (5) The catalyst class is: 61. Product: [N:1]1([C:10]2[CH:11]=[CH:12][C:13]([CH2:16][C:17]([NH:28][C:25]3[CH:26]=[CH:27][C:22]([N:21]([CH3:20])[CH:33]4[CH2:34][CH2:35][N:36]([CH3:39])[CH2:37][CH2:38]4)=[C:23]([C:29]([F:32])([F:30])[F:31])[CH:24]=3)=[O:19])=[CH:14][CH:15]=2)[C:5]2[CH:6]=[CH:7][CH:8]=[CH:9][C:4]=2[N:3]=[CH:2]1. Reactant: [N:1]1([C:10]2[CH:15]=[CH:14][C:13]([CH2:16][C:17]([OH:19])=O)=[CH:12][CH:11]=2)[C:5]2[CH:6]=[CH:7][CH:8]=[CH:9][C:4]=2[N:3]=[CH:2]1.[CH3:20][N:21]([CH:33]1[CH2:38][CH2:37][N:36]([CH3:39])[CH2:35][CH2:34]1)[C:22]1[CH:27]=[CH:26][C:25]([NH2:28])=[CH:24][C:23]=1[C:29]([F:32])([F:31])[F:30]. (6) Reactant: [NH2:1][C:2]1[C:3]2[C:10]([C:11]3[CH:16]=[CH:15][CH:14]=[CH:13][CH:12]=3)=[C:9]([C:17]3[CH:22]=[CH:21][CH:20]=[CH:19][CH:18]=3)[O:8][C:4]=2[N:5]=[CH:6][N:7]=1.Br[CH2:24][CH:25]1[O:29][CH2:28][CH2:27][O:26]1.[OH-].[Na+]. Product: [O:26]1[CH2:27][CH2:28][O:29][CH:25]1[CH2:24][NH:1][C:2]1[C:3]2[C:10]([C:11]3[CH:16]=[CH:15][CH:14]=[CH:13][CH:12]=3)=[C:9]([C:17]3[CH:18]=[CH:19][CH:20]=[CH:21][CH:22]=3)[O:8][C:4]=2[N:5]=[CH:6][N:7]=1. The catalyst class is: 3. (7) Reactant: [CH3:1][O:2][C:3]1[N:8]2[N:9]=[C:10]([CH2:12][O:13][CH3:14])[CH:11]=[C:7]2[C:6]([C:15]([OH:17])=[O:16])=[CH:5][CH:4]=1.[CH:18]1[C:23]([N+:24]([O-:26])=[O:25])=[CH:22][CH:21]=[C:20](O)[CH:19]=1.Cl.CN(C)CCCN=C=NCC.CN(C1C=CC=CN=1)C. Product: [N+:24]([C:23]1[CH:18]=[CH:19][C:20]([O:16][C:15]([C:6]2[C:7]3[N:8]([N:9]=[C:10]([CH2:12][O:13][CH3:14])[CH:11]=3)[C:3]([O:2][CH3:1])=[CH:4][CH:5]=2)=[O:17])=[CH:21][CH:22]=1)([O-:26])=[O:25]. The catalyst class is: 46. (8) Reactant: [F:1][C:2]1[CH:42]=[CH:41][C:5]([CH2:6][N:7]2[C:19](=[O:20])[C:18]3[C:17]([O:21][Si](C(C)C)(C(C)C)C(C)C)=[C:16]4[C:11]([CH:12]=[CH:13][CH:14]=[N:15]4)=[C:10]([O:32][CH3:33])[C:9]=3[C:8]2([OH:40])[C:34]2[CH:39]=[CH:38][CH:37]=[CH:36][CH:35]=2)=[CH:4][CH:3]=1.[F-].C([N+](CCCC)(CCCC)CCCC)CCC. Product: [F:1][C:2]1[CH:3]=[CH:4][C:5]([CH2:6][N:7]2[C:19](=[O:20])[C:18]3[C:17]([OH:21])=[C:16]4[C:11]([CH:12]=[CH:13][CH:14]=[N:15]4)=[C:10]([O:32][CH3:33])[C:9]=3[C:8]2([OH:40])[C:34]2[CH:39]=[CH:38][CH:37]=[CH:36][CH:35]=2)=[CH:41][CH:42]=1. The catalyst class is: 1.